From a dataset of Reaction yield outcomes from USPTO patents with 853,638 reactions. Predict the reaction yield, written as a fraction of the theoretical maximum amount of product (1.0 means a 100% yield; for example, 0.34 means a 34% yield). (1) The reactants are [CH2:1]([O:5][CH:6]([O:8][NH:9][C:10](=[O:28])[CH2:11][CH2:12][CH2:13][CH2:14][CH2:15][CH2:16][C:17]([NH:19][C:20]1[CH:25]=[CH:24][C:23]([CH2:26][OH:27])=[CH:22][CH:21]=1)=[O:18])[CH3:7])[CH:2]([CH3:4])[CH3:3]. The catalyst is C(Cl)Cl.O=[Mn]=O. The product is [CH2:1]([O:5][CH:6]([O:8][NH:9][C:10](=[O:28])[CH2:11][CH2:12][CH2:13][CH2:14][CH2:15][CH2:16][C:17]([NH:19][C:20]1[CH:21]=[CH:22][C:23]([CH:26]=[O:27])=[CH:24][CH:25]=1)=[O:18])[CH3:7])[CH:2]([CH3:4])[CH3:3]. The yield is 0.790. (2) The reactants are C([O-])(=O)C.[K+].[Br:6]Br.[NH2:8][C:9]1[N:14]=[C:13]([C:15]2[CH:20]=[CH:19][C:18]([Cl:21])=[C:17]([F:22])[C:16]=2[F:23])[N:12]=[C:11]([C:24]([O:26][CH3:27])=[O:25])[CH:10]=1. The catalyst is C(O)(=O)C. The product is [NH2:8][C:9]1[N:14]=[C:13]([C:15]2[CH:20]=[CH:19][C:18]([Cl:21])=[C:17]([F:22])[C:16]=2[F:23])[N:12]=[C:11]([C:24]([O:26][CH3:27])=[O:25])[C:10]=1[Br:6]. The yield is 0.790. (3) The reactants are [NH2:1][C:2]1[CH:7]=[CH:6][C:5]([Cl:8])=[CH:4][N:3]=1.Br[CH2:10][C:11](=O)[C:12]([O:14][CH2:15][CH3:16])=[O:13].C(=O)(O)[O-].[Na+]. The catalyst is CC(C)=O. The product is [Cl:8][C:5]1[CH:6]=[CH:7][C:2]2[N:3]([CH:10]=[C:11]([C:12]([O:14][CH2:15][CH3:16])=[O:13])[N:1]=2)[CH:4]=1. The yield is 0.740. (4) The reactants are [NH2:1][C:2]1[C:3]([C:17]#[C:18][CH2:19][NH:20][C:21](=[O:27])[O:22][C:23]([CH3:26])([CH3:25])[CH3:24])=[N:4][CH:5]=[N:6][C:7]=1[O:8][C:9]1[CH:14]=[CH:13][C:12]([NH2:15])=[C:11]([Cl:16])[CH:10]=1. The catalyst is CN(C)C=O.O.[Cu](I)I. The product is [NH2:15][C:12]1[CH:13]=[CH:14][C:9]([O:8][C:7]2[C:2]3[NH:1][C:18]([CH2:19][NH:20][C:21](=[O:27])[O:22][C:23]([CH3:24])([CH3:26])[CH3:25])=[CH:17][C:3]=3[N:4]=[CH:5][N:6]=2)=[CH:10][C:11]=1[Cl:16]. The yield is 0.390. (5) The reactants are [CH:1]([N:4]1[CH2:9][CH2:8][NH:7][CH2:6][CH2:5]1)([CH3:3])[CH3:2].[C:10](O)(=[O:16])[CH2:11][CH2:12][CH2:13][C:14]#[CH:15].Cl.CN(C)CCCN=C=NCC. The catalyst is CN(C)C1C=CN=CC=1.ClCCl. The product is [CH:1]([N:4]1[CH2:9][CH2:8][N:7]([C:10](=[O:16])[CH2:11][CH2:12][CH2:13][C:14]#[CH:15])[CH2:6][CH2:5]1)([CH3:3])[CH3:2]. The yield is 0.340. (6) The reactants are CC1(C)[O:6][C@H:5]([CH2:7][N:8]2[CH:12]=[CH:11][C:10]([NH:13][C:14](=[O:35])[C@@H:15]([N:20]3[CH2:24][C:23]([O:25][C:26]4[CH:31]=[C:30]([F:32])[CH:29]=[CH:28][C:27]=4[F:33])=[CH:22][C:21]3=[O:34])[CH2:16][CH:17]([CH3:19])[CH3:18])=[N:9]2)[CH2:4][O:3]1.O.C1(C)C=CC(S(O)(=O)=O)=CC=1. The catalyst is CO.C(OCC)(=O)C. The product is [OH:6][C@@H:5]([CH2:4][OH:3])[CH2:7][N:8]1[CH:12]=[CH:11][C:10]([NH:13][C:14](=[O:35])[C@@H:15]([N:20]2[CH2:24][C:23]([O:25][C:26]3[CH:31]=[C:30]([F:32])[CH:29]=[CH:28][C:27]=3[F:33])=[CH:22][C:21]2=[O:34])[CH2:16][CH:17]([CH3:19])[CH3:18])=[N:9]1. The yield is 0.710. (7) The reactants are [F:1][C:2]1[CH:17]=[C:16]([CH:18]=O)[CH:15]=[CH:14][C:3]=1[O:4][C:5]1[N:6]=[CH:7][C:8]([C:11]([NH2:13])=[O:12])=[N:9][CH:10]=1.[F:20][C:21]1[CH:29]=[CH:28][C:24]([CH2:25][CH2:26][NH2:27])=[CH:23][CH:22]=1.[BH4-].[Na+]. The catalyst is CO. The product is [F:1][C:2]1[CH:17]=[C:16]([CH2:18][NH:27][CH2:26][CH2:25][C:24]2[CH:28]=[CH:29][C:21]([F:20])=[CH:22][CH:23]=2)[CH:15]=[CH:14][C:3]=1[O:4][C:5]1[N:6]=[CH:7][C:8]([C:11]([NH2:13])=[O:12])=[N:9][CH:10]=1. The yield is 0.650. (8) The yield is 0.780. The reactants are [C:1]([O:9][CH2:10][C@@:11]1([C:26]#[CH:27])[O:15][C@@H:14]([N:16]2[CH:24]=[C:22]([CH3:23])[C:20](=[O:21])[NH:19][C:17]2=[O:18])[CH2:13][C@H:12]1[OH:25])(=[O:8])[C:2]1[CH:7]=[CH:6][CH:5]=[CH:4][CH:3]=1.[CH3:28][S:29](Cl)(=[O:31])=[O:30]. The catalyst is N1C=CC=CC=1. The product is [C:1]([O:9][CH2:10][C@@:11]1([C:26]#[CH:27])[O:15][C@@H:14]([N:16]2[CH:24]=[C:22]([CH3:23])[C:20](=[O:21])[NH:19][C:17]2=[O:18])[CH2:13][C@H:12]1[O:25][S:29]([CH3:28])(=[O:31])=[O:30])(=[O:8])[C:2]1[CH:3]=[CH:4][CH:5]=[CH:6][CH:7]=1.